Dataset: Forward reaction prediction with 1.9M reactions from USPTO patents (1976-2016). Task: Predict the product of the given reaction. (1) Given the reactants [Cl:1][C:2]([CH3:17])([C@@H:8]([C@H:10]1[CH2:14][O:13]C(C)(C)[O:11]1)[OH:9])[C:3]([O:5]CC)=O.CCOC(C)=O, predict the reaction product. The product is: [Cl:1][C@:2]1([CH3:17])[C@H:8]([OH:9])[C@@H:10]([CH2:14][OH:13])[O:11][C:3]1=[O:5]. (2) Given the reactants [N+:1]([C:4]1[CH:9]=[C:8]([C:10]([F:13])([F:12])[F:11])[CH:7]=[CH:6][C:5]=1[N:14]1[N:18]=[C:17]([C:19]([O:21][CH2:22][CH3:23])=[O:20])[C:16]([O:24][C:25]2[CH:30]=[CH:29][CH:28]=[C:27]([O:31][C:32]([F:35])([F:34])[F:33])[CH:26]=2)=[N:15]1)([O-])=O.S(S([O-])=O)([O-])=O.[Na+].[Na+], predict the reaction product. The product is: [CH2:22]([O:21][C:19]([C:17]1[C:16]([O:24][C:25]2[CH:30]=[CH:29][CH:28]=[C:27]([O:31][C:32]([F:33])([F:34])[F:35])[CH:26]=2)=[N:15][N:14]([C:5]2[CH:6]=[CH:7][C:8]([C:10]([F:12])([F:13])[F:11])=[CH:9][C:4]=2[NH2:1])[N:18]=1)=[O:20])[CH3:23]. (3) Given the reactants [F:1][C:2]1[C:7]([C:8]2[CH:9]=[C:10]([C@:14]3([CH3:24])[CH2:19][CH2:18][S:17][C:16]([NH:20]C(=O)C)=[N:15]3)[CH:11]=[CH:12][CH:13]=2)=[CH:6][CH:5]=[CH:4][N:3]=1.C([O-])([O-])=O.[K+].[K+], predict the reaction product. The product is: [F:1][C:2]1[C:7]([C:8]2[CH:9]=[C:10]([C@:14]3([CH3:24])[CH2:19][CH2:18][S:17][C:16]([NH2:20])=[N:15]3)[CH:11]=[CH:12][CH:13]=2)=[CH:6][CH:5]=[CH:4][N:3]=1. (4) Given the reactants [F:1][C:2]1[CH:7]=[C:6]([C:8]([F:11])([F:10])[F:9])[CH:5]=[CH:4][C:3]=1[CH:12]1[CH2:17][N:16]([C:18]([O:20]C2C=CC([N+]([O-])=O)=CC=2)=O)[CH2:15][CH:14]([C:30]([O:32][CH3:33])=[O:31])[CH2:13]1.[NH:34]1[CH2:39][CH2:38][S:37][CH2:36][CH2:35]1.C(=O)([O-])[O-].[K+].[K+], predict the reaction product. The product is: [F:1][C:2]1[CH:7]=[C:6]([C:8]([F:10])([F:11])[F:9])[CH:5]=[CH:4][C:3]=1[CH:12]1[CH2:17][N:16]([C:18]([N:34]2[CH2:39][CH2:38][S:37][CH2:36][CH2:35]2)=[O:20])[CH2:15][CH:14]([C:30]([O:32][CH3:33])=[O:31])[CH2:13]1. (5) Given the reactants [F:1][C:2]1[CH:17]=[CH:16][C:5]([CH2:6][N:7]2[CH2:12][CH2:11][N:10]([C:13]#[N:14])[CH2:9][C:8]2=[O:15])=[CH:4][CH:3]=1.[CH2:18]([NH2:25])[C:19]1[CH:24]=[CH:23][CH:22]=[CH:21][CH:20]=1, predict the reaction product. The product is: [CH2:18]([N:25]=[C:13]([N:10]1[CH2:11][CH2:12][N:7]([CH2:6][C:5]2[CH:16]=[CH:17][C:2]([F:1])=[CH:3][CH:4]=2)[C:8](=[O:15])[CH2:9]1)[NH2:14])[C:19]1[CH:24]=[CH:23][CH:22]=[CH:21][CH:20]=1. (6) Given the reactants [Cl:1][C:2]1[CH:3]=[CH:4][C:5]([OH:25])=[C:6]([CH2:8][N:9]2[CH:13]=[CH:12][C:11]([C:14]([NH:16][C:17]3[C:22]([F:23])=[CH:21][CH:20]=[CH:19][C:18]=3[F:24])=[O:15])=[N:10]2)[CH:7]=1.C(=O)([O-])[O-].[K+].[K+].Br[CH2:33][CH2:34][CH2:35][CH3:36], predict the reaction product. The product is: [CH2:33]([O:25][C:5]1[CH:4]=[CH:3][C:2]([Cl:1])=[CH:7][C:6]=1[CH2:8][N:9]1[CH:13]=[CH:12][C:11]([C:14]([NH:16][C:17]2[C:18]([F:24])=[CH:19][CH:20]=[CH:21][C:22]=2[F:23])=[O:15])=[N:10]1)[CH2:34][CH2:35][CH3:36]. (7) Given the reactants [CH2:1]([C:3]1[CH:11]=[CH:10][CH:9]=[CH:8][C:4]=1[C:5]([OH:7])=O)[CH3:2].S(Cl)(Cl)=O.[NH2:16][C:17]1[CH:22]=[CH:21][C:20]([N:23]2[C:29](=[O:30])[CH2:28][C:27](=[O:31])[NH:26][C:25]3[C:32]4[C:37]([CH:38]=[CH:39][C:24]2=3)=[CH:36][CH:35]=[CH:34][CH:33]=4)=[CH:19][CH:18]=1, predict the reaction product. The product is: [CH2:1]([C:3]1[CH:11]=[CH:10][CH:9]=[CH:8][C:4]=1[C:5]([NH:16][C:17]1[CH:22]=[CH:21][C:20]([N:23]2[C:29](=[O:30])[CH2:28][C:27](=[O:31])[NH:26][C:25]3[C:32]4[C:37]([CH:38]=[CH:39][C:24]2=3)=[CH:36][CH:35]=[CH:34][CH:33]=4)=[CH:19][CH:18]=1)=[O:7])[CH3:2]. (8) Given the reactants N(C(OC(C)C)=O)=NC(OC(C)C)=O.[CH2:15]([C:18]1[N:19]([CH2:31][CH2:32][CH2:33][OH:34])[C:20]2[C:29]3[N:28]=[CH:27][CH:26]=[CH:25][C:24]=3[N:23]=[CH:22][C:21]=2[N:30]=1)[CH2:16][CH3:17].C1(P(C2C=CC=CC=2)C2C=CC=CC=2)C=CC=CC=1.O[N:55]1[C:59](=[O:60])[C:58]2=[CH:61][CH:62]=[CH:63][CH:64]=[C:57]2[C:56]1=[O:65], predict the reaction product. The product is: [CH2:15]([C:18]1[N:19]([CH2:31][CH2:32][CH2:33][O:34][N:55]2[C:59](=[O:60])[C:58]3[C:57](=[CH:64][CH:63]=[CH:62][CH:61]=3)[C:56]2=[O:65])[C:20]2[C:29]3[N:28]=[CH:27][CH:26]=[CH:25][C:24]=3[N:23]=[CH:22][C:21]=2[N:30]=1)[CH2:16][CH3:17]. (9) The product is: [F:1][C:2]1[CH:3]=[C:4]([C:10]2[N:11]=[C:12]([CH3:23])[C:13]3[C:18]([S:19]([CH3:22])(=[O:21])=[O:20])=[CH:17][N:16]([C:33]4[CH:34]=[C:35]([CH:43]=[CH:44][CH:45]=4)[O:36][CH2:37][C:38]([N:40]([CH3:42])[CH3:41])=[O:39])[C:14]=3[N:15]=2)[CH:5]=[CH:6][C:7]=1[O:8][CH3:9]. Given the reactants [F:1][C:2]1[CH:3]=[C:4]([C:10]2[N:11]=[C:12]([CH3:23])[C:13]3[C:18]([S:19]([CH3:22])(=[O:21])=[O:20])=[CH:17][NH:16][C:14]=3[N:15]=2)[CH:5]=[CH:6][C:7]=1[O:8][CH3:9].[O-]P([O-])([O-])=O.[K+].[K+].[K+].I[C:33]1[CH:34]=[C:35]([CH:43]=[CH:44][CH:45]=1)[O:36][CH2:37][C:38]([N:40]([CH3:42])[CH3:41])=[O:39].CN[C@@H]1CCCC[C@H]1NC, predict the reaction product. (10) Given the reactants C(OC([NH:8][C@H:9]([C@@H:31]([OH:46])[CH2:32][C@H:33]([C:35](=[O:45])[NH:36][CH2:37][CH2:38][N:39]1[CH2:44][CH2:43][O:42][CH2:41][CH2:40]1)[CH3:34])[CH2:10][C@@H:11]([CH:28](C)C)[CH2:12][NH:13][C:14](=[O:27])[C:15]1[CH:20]=[CH:19][CH:18]=[CH:17][C:16]=1[O:21][CH2:22][CH2:23][CH2:24][O:25][CH3:26])=O)(C)(C)C.[ClH:47], predict the reaction product. The product is: [ClH:47].[ClH:47].[NH2:8][C@H:9]([C@@H:31]([OH:46])[CH2:32][C@H:33]([C:35](=[O:45])[NH:36][CH2:37][CH2:38][N:39]1[CH2:44][CH2:43][O:42][CH2:41][CH2:40]1)[CH3:34])[CH2:10][C@H:11]([CH3:28])[CH2:12][NH:13][C:14](=[O:27])[C:15]1[CH:20]=[CH:19][CH:18]=[CH:17][C:16]=1[O:21][CH2:22][CH2:23][CH2:24][O:25][CH3:26].